This data is from TCR-epitope binding with 47,182 pairs between 192 epitopes and 23,139 TCRs. The task is: Binary Classification. Given a T-cell receptor sequence (or CDR3 region) and an epitope sequence, predict whether binding occurs between them. (1) The epitope is CINGVCWTV. The TCR CDR3 sequence is CASSSGTGWQETQYF. Result: 0 (the TCR does not bind to the epitope). (2) The epitope is ELAGIGILTV. The TCR CDR3 sequence is CASSLGLAGNEQYF. Result: 1 (the TCR binds to the epitope).